This data is from Peptide-MHC class II binding affinity with 134,281 pairs from IEDB. The task is: Regression. Given a peptide amino acid sequence and an MHC pseudo amino acid sequence, predict their binding affinity value. This is MHC class II binding data. (1) The peptide sequence is LEAWLTEHGCNRLKR. The MHC is DRB3_0301 with pseudo-sequence DRB3_0301. The binding affinity (normalized) is 0.419. (2) The peptide sequence is RSTTDSGKVIPEWCC. The MHC is HLA-DQA10201-DQB10303 with pseudo-sequence HLA-DQA10201-DQB10303. The binding affinity (normalized) is 0.378. (3) The MHC is DRB1_0701 with pseudo-sequence DRB1_0701. The binding affinity (normalized) is 0.338. The peptide sequence is ATPEAKYDAYVATLS.